This data is from Catalyst prediction with 721,799 reactions and 888 catalyst types from USPTO. The task is: Predict which catalyst facilitates the given reaction. Reactant: [CH3:1][C:2]1[CH:11]=[CH:10][C:5]2[NH:6][C:7](=[S:9])[O:8][C:4]=2[CH:3]=1.IC.[C:14](=O)([O-])[O-].[K+].[K+]. Product: [CH3:1][C:2]1[CH:11]=[CH:10][C:5]2[N:6]=[C:7]([S:9][CH3:14])[O:8][C:4]=2[CH:3]=1. The catalyst class is: 1.